Dataset: Serine/threonine kinase 33 screen with 319,792 compounds. Task: Binary Classification. Given a drug SMILES string, predict its activity (active/inactive) in a high-throughput screening assay against a specified biological target. (1) The compound is FC(F)(F)c1n2nc(cc2nc(C2CC2)c1)C(=O)NCc1occc1. The result is 0 (inactive). (2) The compound is Clc1c(CNC(=O)c2[nH]c(c(c2CC)C(=O)C)C)cccc1. The result is 0 (inactive). (3) The compound is Brc1sc(cc1)/C=N\NC(=O)c1occc1. The result is 0 (inactive). (4) The compound is O(C(=O)c1n[nH]c2c1cccc2)CC(=O)NC(=O)NCc1occc1. The result is 0 (inactive). (5) The compound is O=C(NCCCNCc1ccccc1)c1c[nH]\c(cc1)=C/N=O. The result is 0 (inactive). (6) The molecule is Fc1c(C(=O)N\C(=N\c2oc3c(n2)cccc3)N)cccc1. The result is 0 (inactive). (7) The compound is Fc1ccc(CCN2CC(CC2=O)C(=O)NCC#N)cc1. The result is 0 (inactive). (8) The compound is Clc1c(CN(CC(=O)NCCC(C)C)C(=O)CCC(=O)Nc2ncccc2)cccc1. The result is 0 (inactive). (9) The drug is Clc1cc(NC(=O)c2sc3ncn(CC(=O)N4CCN(CC4)c4ncccc4)c(=O)c3c2C)ccc1C. The result is 0 (inactive).